From a dataset of Blood-brain barrier permeability classification from the B3DB database. Regression/Classification. Given a drug SMILES string, predict its absorption, distribution, metabolism, or excretion properties. Task type varies by dataset: regression for continuous measurements (e.g., permeability, clearance, half-life) or binary classification for categorical outcomes (e.g., BBB penetration, CYP inhibition). Dataset: b3db_classification. (1) The drug is C#CCN(C)C(C)Cc1ccccc1. The result is 1 (penetrates BBB). (2) The drug is Cc1nc(NS(=O)(=O)c2ccc(N)cc2)oc1C. The result is 0 (does not penetrate BBB). (3) The drug is CCC(=O)O[C@]1(C(=O)COC(C)=O)CC[C@H]2[C@@H]3CCC4=CC(=O)CC[C@]4(C)[C@H]3[C@@H](O)C[C@@]21C. The result is 1 (penetrates BBB).